Dataset: Full USPTO retrosynthesis dataset with 1.9M reactions from patents (1976-2016). Task: Predict the reactants needed to synthesize the given product. (1) Given the product [OH:6][C:5]1[C:2]([CH3:1])([C:8]2[CH:13]=[CH:12][CH:11]=[CH:10][CH:9]=2)[C:3](=[O:7])[C:4]=1[CH:24]([C:15]1[CH:16]=[CH:17][C:18]2[C:23](=[CH:22][CH:21]=[CH:20][CH:19]=2)[CH:14]=1)[C:26]1[CH:27]=[CH:28][CH:29]=[CH:30][CH:31]=1, predict the reactants needed to synthesize it. The reactants are: [CH3:1][C:2]1([C:8]2[CH:13]=[CH:12][CH:11]=[CH:10][CH:9]=2)[C:5](=[O:6])[CH2:4][C:3]1=[O:7].[CH:14]1[C:23]2[C:18](=[CH:19][CH:20]=[CH:21][CH:22]=2)[CH:17]=[CH:16][C:15]=1[CH:24]([C:26]1[CH:31]=[CH:30][CH:29]=[CH:28][CH:27]=1)O. (2) Given the product [Br:1][C:2]1[CH:3]=[CH:4][CH:5]=[C:6]2[C:28]=1[C:9]1([CH2:10][CH2:11][N:12]([C:15]([NH:16][CH:17]3[CH:24]4[CH2:25][CH:20]5[CH2:21][CH:22]([CH2:26][CH:18]3[CH2:19]5)[CH2:23]4)=[O:27])[CH2:13][CH2:14]1)[CH2:8][CH:7]2[CH2:29][CH2:30][OH:31], predict the reactants needed to synthesize it. The reactants are: [Br:1][C:2]1[CH:3]=[CH:4][CH:5]=[C:6]2[C:28]=1[C:9]1([CH2:14][CH2:13][N:12]([C:15](=[O:27])[NH:16][CH:17]3[CH:24]4[CH2:25][CH:20]5[CH2:21][CH:22]([CH2:26][CH:18]3[CH2:19]5)[CH2:23]4)[CH2:11][CH2:10]1)[CH2:8][CH:7]2[CH2:29][C:30](OCC)=[O:31].[H-].[H-].[H-].[H-].[Li+].[Al+3]. (3) Given the product [Cl:15][C:16]1[CH:23]=[CH:22][C:19]([CH:20]2[C:11]3[C:10](=[O:12])[C:9]4[CH:8]=[CH:7][C:6]([OH:13])=[CH:5][C:4]=4[C:3](=[O:14])[C:2]=3[NH:24][C:25]3[CH2:30][CH2:29][CH2:28][C:27](=[O:31])[C:26]2=3)=[CH:18][CH:17]=1, predict the reactants needed to synthesize it. The reactants are: O[C:2]1[C:3](=[O:14])[C:4]2[C:9]([C:10](=[O:12])[CH:11]=1)=[CH:8][CH:7]=[C:6]([OH:13])[CH:5]=2.[Cl:15][C:16]1[CH:23]=[CH:22][C:19]([CH:20]=O)=[CH:18][CH:17]=1.[NH2:24][C:25]1[CH2:30][CH2:29][CH2:28][C:27](=[O:31])[CH:26]=1. (4) Given the product [CH2:1]([O:8][C:9]([N:11]([CH3:23])[C:12]([CH2:19][CH3:20])([CH2:17][CH3:18])[C:13]([O:15][CH3:16])=[O:14])=[O:10])[C:2]1[CH:3]=[CH:4][CH:5]=[CH:6][CH:7]=1, predict the reactants needed to synthesize it. The reactants are: [CH2:1]([O:8][C:9]([NH:11][C:12]([CH2:19][CH3:20])([CH2:17][CH3:18])[C:13]([O:15][CH3:16])=[O:14])=[O:10])[C:2]1[CH:7]=[CH:6][CH:5]=[CH:4][CH:3]=1.[H-].[Na+].[CH3:23]I. (5) Given the product [F:51][C:52]1[CH:53]=[CH:54][CH:55]=[C:56]2[C:60]=1[N:59]([C:61]1[N:65]=[C:64]([CH:66]3[CH2:71][CH2:70][N:69]([CH:82]4[CH2:81][CH2:80][N:79]([C:84]([O:86][CH2:87][CH3:88])=[O:85])[CH2:78][CH:77]4[O:76][CH3:75])[CH2:68][CH2:67]3)[O:63][N:62]=1)[N:58]=[C:57]2[CH:72]([CH3:74])[CH3:73], predict the reactants needed to synthesize it. The reactants are: FC(F)(F)C(O)=O.C(C1C2C(=CC=CC=2)N(C2N=C(C3CCNCC3)ON=2)N=1)C.C(OC(N1CCC[C@H]1C=O)=O)(C)(C)C.FC(F)(F)C(O)=O.[F:51][C:52]1[CH:53]=[CH:54][CH:55]=[C:56]2[C:60]=1[N:59]([C:61]1[N:65]=[C:64]([CH:66]3[CH2:71][CH2:70][NH:69][CH2:68][CH2:67]3)[O:63][N:62]=1)[N:58]=[C:57]2[CH:72]([CH3:74])[CH3:73].[CH3:75][O:76][CH:77]1[C:82](=O)[CH2:81][CH2:80][N:79]([C:84]([O:86][CH2:87][CH3:88])=[O:85])[CH2:78]1.